This data is from Full USPTO retrosynthesis dataset with 1.9M reactions from patents (1976-2016). The task is: Predict the reactants needed to synthesize the given product. Given the product [F:24][C:25]([F:30])([F:29])[C:26]([OH:28])=[O:27].[F:31][C:32]([F:37])([F:36])[C:33]([OH:35])=[O:34].[F:24][C:25]([F:30])([F:29])[C:26]([OH:28])=[O:27].[OH:38][NH:39][C:40](=[O:66])[CH2:41][C:42]1([NH:48][C:6](=[O:8])[C:5]2[CH:9]=[CH:10][C:2]([O:1][CH2:12][C:13]3[C:22]4[C:17](=[CH:18][CH:19]=[CH:20][CH:21]=4)[N:16]=[C:15]([CH3:23])[CH:14]=3)=[N:3][CH:4]=2)[CH2:47][CH2:46][NH:45][CH2:44][CH2:43]1, predict the reactants needed to synthesize it. The reactants are: [OH:1][C:2]1[CH:10]=[CH:9][C:5]([C:6]([OH:8])=O)=[CH:4][N:3]=1.Cl[CH2:12][C:13]1[C:22]2[C:17](=[CH:18][CH:19]=[CH:20][CH:21]=2)[N:16]=[C:15]([CH3:23])[CH:14]=1.[F:24][C:25]([F:30])([F:29])[C:26]([OH:28])=[O:27].[F:31][C:32]([F:37])([F:36])[C:33]([OH:35])=[O:34].[OH:38][NH:39][C:40](=[O:66])[CH2:41][C:42]1([NH:48]C(=O)C2C=CC(OCC3C(C)=NC=CC=3)=CC=2)[CH2:47][CH2:46][NH:45][CH2:44][CH2:43]1.